From a dataset of Forward reaction prediction with 1.9M reactions from USPTO patents (1976-2016). Predict the product of the given reaction. (1) Given the reactants [N+:1]([C:4]1[CH:5]=[C:6]([NH2:16])[CH:7]=[C:8]([C:10]2[CH:15]=[CH:14][CH:13]=[CH:12][CH:11]=2)[CH:9]=1)([O-:3])=[O:2].C(N(CC)CC)C.[F:24][C:25]([F:38])([F:37])[S:26](O[S:26]([C:25]([F:38])([F:37])[F:24])(=[O:28])=[O:27])(=[O:28])=[O:27].[OH-].[Na+], predict the reaction product. The product is: [F:24][C:25]([F:38])([F:37])[S:26]([NH:16][C:6]1[CH:7]=[C:8]([C:10]2[CH:15]=[CH:14][CH:13]=[CH:12][CH:11]=2)[CH:9]=[C:4]([N+:1]([O-:3])=[O:2])[CH:5]=1)(=[O:28])=[O:27]. (2) Given the reactants [Cl:1][C:2]1[CH:3]=[C:4]([C:12]2[O:16][N:15]=[C:14]([C:17]3[CH:18]=[CH:19][CH:20]=[C:21]4[C:25]=3[NH:24][CH:23]=[C:22]4[CH2:26][CH2:27][C:28]([NH:30][CH2:31][C:32]([O:34]CC)=[O:33])=[O:29])[N:13]=2)[CH:5]=[CH:6][C:7]=1[O:8][CH:9]([CH3:11])[CH3:10].[OH-].[Na+].Cl, predict the reaction product. The product is: [Cl:1][C:2]1[CH:3]=[C:4]([C:12]2[O:16][N:15]=[C:14]([C:17]3[CH:18]=[CH:19][CH:20]=[C:21]4[C:25]=3[NH:24][CH:23]=[C:22]4[CH2:26][CH2:27][C:28]([NH:30][CH2:31][C:32]([OH:34])=[O:33])=[O:29])[N:13]=2)[CH:5]=[CH:6][C:7]=1[O:8][CH:9]([CH3:10])[CH3:11].